This data is from Peptide-MHC class II binding affinity with 134,281 pairs from IEDB. The task is: Regression. Given a peptide amino acid sequence and an MHC pseudo amino acid sequence, predict their binding affinity value. This is MHC class II binding data. (1) The peptide sequence is EKKYFAATQFTPLAA. The MHC is HLA-DQA10401-DQB10402 with pseudo-sequence HLA-DQA10401-DQB10402. The binding affinity (normalized) is 0.176. (2) The peptide sequence is THGIRPVVSTQLLLY. The MHC is H-2-IAk with pseudo-sequence H-2-IAk. The binding affinity (normalized) is 0.0756. (3) The peptide sequence is SILKWHLHKVVEVPI. The MHC is DRB1_0405 with pseudo-sequence DRB1_0405. The binding affinity (normalized) is 0.839. (4) The peptide sequence is INEPTEAAIAYGLDR. The MHC is HLA-DQA10501-DQB10301 with pseudo-sequence HLA-DQA10501-DQB10301. The binding affinity (normalized) is 0.600. (5) The peptide sequence is YLPKPPKPVSKLRLATPLLLQALPL. The MHC is DRB4_0101 with pseudo-sequence DRB4_0103. The binding affinity (normalized) is 0.577. (6) The peptide sequence is GWLCKMHTGIVRDKK. The MHC is H-2-IAd with pseudo-sequence H-2-IAd. The binding affinity (normalized) is 0.364. (7) The peptide sequence is CDASILIDPLSNQSA. The MHC is DRB1_0301 with pseudo-sequence DRB1_0301. The binding affinity (normalized) is 0.657.